From a dataset of Catalyst prediction with 721,799 reactions and 888 catalyst types from USPTO. Predict which catalyst facilitates the given reaction. (1) Product: [Cl:1][C:2]1[CH:3]=[C:4]([OH:18])[CH:5]=[N:6][C:7]=1[O:8][CH2:9][CH:10]([CH3:12])[CH3:11]. Reactant: [Cl:1][C:2]1[CH:3]=[C:4](B(O)O)[CH:5]=[N:6][C:7]=1[O:8][CH2:9][CH:10]([CH3:12])[CH3:11].C(OO)(=[O:18])C. The catalyst class is: 86. (2) Reactant: [Br:1][C:2]1[C:12]([O:13][CH2:14][C:15]([NH2:17])=[O:16])=[C:11]([Br:18])[CH:10]=[CH:9][C:3]=1[C:4]([O:6]CC)=[O:5].[OH-].[Na+]. Product: [Br:1][C:2]1[C:12]([O:13][CH2:14][C:15]([NH2:17])=[O:16])=[C:11]([Br:18])[CH:10]=[CH:9][C:3]=1[C:4]([OH:6])=[O:5]. The catalyst class is: 20.